From a dataset of Forward reaction prediction with 1.9M reactions from USPTO patents (1976-2016). Predict the product of the given reaction. (1) Given the reactants [CH3:1][C@@:2]12[C:18](=[O:19])[CH2:17][CH2:16][C@H:15]1[CH2:14][C@@H:13]1[C@H:4]([CH2:5][CH2:6][C@@H:7]3[C@H:12]1[CH2:11][CH2:10][C:9](=[O:20])[CH2:8]3)[CH2:3]2.C(O[AlH-](OC(C)(C)C)OC(C)(C)C)(C)(C)C.[Li+].Cl, predict the reaction product. The product is: [OH:20][C@@H:9]1[CH2:8][C@H:7]2[C@H:12]([C@H:13]3[C@H:4]([CH2:5][CH2:6]2)[CH2:3][C@:2]2([CH3:1])[C:18](=[O:19])[CH2:17][CH2:16][C@H:15]2[CH2:14]3)[CH2:11][CH2:10]1. (2) Given the reactants [NH:1]1[CH:5]=[C:4]([NH:6][C:7]2[N:12]=[CH:11][C:10]([CH2:13][CH2:14][C:15]3[CH:16]=[C:17]([CH:22]=[C:23]([O:26][CH3:27])[C:24]=3[F:25])[C:18]([NH:20][CH3:21])=[O:19])=[CH:9][N:8]=2)[CH:3]=[N:2]1.C[Si]([N-][Si](C)(C)C)(C)C.[K+].[CH2:38]([S:40](Cl)(=[O:42])=[O:41])[CH3:39], predict the reaction product. The product is: [CH2:38]([S:40]([N:1]1[CH:5]=[C:4]([NH:6][C:7]2[N:8]=[CH:9][C:10]([CH2:13][CH2:14][C:15]3[CH:16]=[C:17]([CH:22]=[C:23]([O:26][CH3:27])[C:24]=3[F:25])[C:18]([NH:20][CH3:21])=[O:19])=[CH:11][N:12]=2)[CH:3]=[N:2]1)(=[O:42])=[O:41])[CH3:39]. (3) The product is: [C:1]([Cl:6])(=[O:5])[C:2]([Cl:4])=[O:3].[CH3:7][C@@H:8]1[CH2:10][C@H:9]1[C:11]([O:13][CH2:19][C:20]1[CH:25]=[CH:24][CH:23]=[CH:22][CH:21]=1)=[O:12]. Given the reactants [C:1]([Cl:6])(=[O:5])[C:2]([Cl:4])=[O:3].[CH3:7][CH:8]1[CH2:10][CH:9]1[C:11]([OH:13])=[O:12].CN(C=O)C.[CH2:19](O)[C:20]1[CH:25]=[CH:24][CH:23]=[CH:22][CH:21]=1.N1C=CC=CC=1, predict the reaction product. (4) Given the reactants ClC(N(C)C)=C(C)C.[CH3:9][N:10]([CH3:37])[C:11]([C:13]1[N:14]=[CH:15][C:16]([O:19][C:20]2[CH:21]=[C:22]([CH:26]=[C:27]([O:29][C@H:30]3[CH2:34][CH2:33][N:32]([CH3:35])[C:31]3=[O:36])[CH:28]=2)[C:23]([OH:25])=O)=[N:17][CH:18]=1)=[O:12].[CH3:38][C:39]1[N:40]=[C:41]([NH2:44])[S:42][CH:43]=1.N1C=CC=CC=1, predict the reaction product. The product is: [CH3:37][N:10]([CH3:9])[C:11]([C:13]1[CH:18]=[N:17][C:16]([O:19][C:20]2[CH:21]=[C:22]([C:23](=[O:25])[NH:44][C:41]3[S:42][CH:43]=[C:39]([CH3:38])[N:40]=3)[CH:26]=[C:27]([O:29][C@H:30]3[CH2:34][CH2:33][N:32]([CH3:35])[C:31]3=[O:36])[CH:28]=2)=[CH:15][N:14]=1)=[O:12]. (5) Given the reactants [Si:1]([O:18][CH2:19][CH:20]1[CH2:25][CH2:24][NH:23][CH2:22][CH2:21]1)([C:14]([CH3:17])([CH3:16])[CH3:15])([C:8]1[CH:13]=[CH:12][CH:11]=[CH:10][CH:9]=1)[C:2]1[CH:7]=[CH:6][CH:5]=[CH:4][CH:3]=1.[C:26]([O:29][CH2:30][CH2:31][CH2:32]Br)(=[O:28])[CH3:27].C(=O)([O-])[O-].[K+].[K+], predict the reaction product. The product is: [C:26]([O:29][CH2:30][CH2:31][CH2:32][N:23]1[CH2:24][CH2:25][CH:20]([CH2:19][O:18][Si:1]([C:14]([CH3:17])([CH3:15])[CH3:16])([C:2]2[CH:3]=[CH:4][CH:5]=[CH:6][CH:7]=2)[C:8]2[CH:13]=[CH:12][CH:11]=[CH:10][CH:9]=2)[CH2:21][CH2:22]1)(=[O:28])[CH3:27]. (6) Given the reactants [CH3:1][N:2]([CH2:4][C:5]1[CH:10]=[CH:9][C:8]([C:11]2[NH:12][C:13]3[C:18]([N:19]=2)=[C:17]([C:20]2[CH:21]=[CH:22][C:23]([O:28][CH:29]4[CH2:34][CH2:33][NH:32][CH2:31][CH2:30]4)=[C:24]([CH:27]=2)[C:25]#[N:26])[N:16]=[CH:15][N:14]=3)=[CH:7][CH:6]=1)[CH3:3].[F:35][CH:36]([F:40])[C:37](O)=[O:38].CCN(C(C)C)C(C)C.CN(C(ON1N=NC2C=CC=NC1=2)=[N+](C)C)C.F[P-](F)(F)(F)(F)F, predict the reaction product. The product is: [F:35][CH:36]([F:40])[C:37]([N:32]1[CH2:31][CH2:30][CH:29]([O:28][C:23]2[CH:22]=[CH:21][C:20]([C:17]3[N:16]=[CH:15][N:14]=[C:13]4[C:18]=3[N:19]=[C:11]([C:8]3[CH:7]=[CH:6][C:5]([CH2:4][N:2]([CH3:1])[CH3:3])=[CH:10][CH:9]=3)[NH:12]4)=[CH:27][C:24]=2[C:25]#[N:26])[CH2:34][CH2:33]1)=[O:38].